Dataset: Full USPTO retrosynthesis dataset with 1.9M reactions from patents (1976-2016). Task: Predict the reactants needed to synthesize the given product. (1) Given the product [ClH:36].[CH3:1][C:2]1[C:7]([O:8][C:9]2[C:10]([NH:22][C:23]3[S:27][N:26]=[C:25]([C@:28]([OH:29])([CH3:35])[CH2:32][OH:31])[N:24]=3)=[N:11][CH:12]=[C:13]([S:15][C:16]3[CH:21]=[CH:20][CH:19]=[CH:18][N:17]=3)[CH:14]=2)=[CH:6][CH:5]=[CH:4][N:3]=1, predict the reactants needed to synthesize it. The reactants are: [CH3:1][C:2]1[C:7]([O:8][C:9]2[C:10]([NH:22][C:23]3[S:27][N:26]=[C:25]([C@:28]4([CH3:35])[CH2:32][O:31]C(C)(C)[O:29]4)[N:24]=3)=[N:11][CH:12]=[C:13]([S:15][C:16]3[CH:21]=[CH:20][CH:19]=[CH:18][N:17]=3)[CH:14]=2)=[CH:6][CH:5]=[CH:4][N:3]=1.[ClH:36]. (2) Given the product [F:1][C:2]1[C:7]([F:8])=[CH:24][C:25]([CH3:11])=[CH:26][C:27]=1[O:23][B:15]([OH:18])[OH:16], predict the reactants needed to synthesize it. The reactants are: [F:1][C:2]1[C:7]([F:8])=CC=CC=1C.[Li][CH:11](CC)C.[B:15](OC)([O:18]C)[O:16]C.Cl.[O:23]1[CH2:27][CH2:26][CH2:25][CH2:24]1. (3) Given the product [CH3:16][C:7]1[C:8]2[CH:14]=[CH:13][C:12](=[O:15])[NH:11][C:9]=2[N:10]=[C:5]([O:37][CH2:36][CH2:35][CH2:34][CH2:33][N:30]2[CH2:31][CH2:32][N:27]([C:17]3[C:26]4[C:21](=[CH:22][CH:23]=[CH:24][CH:25]=4)[CH:20]=[CH:19][CH:18]=3)[CH2:28][CH2:29]2)[N:6]=1, predict the reactants needed to synthesize it. The reactants are: CS([C:5]1[N:6]=[C:7]([CH3:16])[C:8]2[CH:14]=[CH:13][C:12](=[O:15])[NH:11][C:9]=2[N:10]=1)(=O)=O.[C:17]1([N:27]2[CH2:32][CH2:31][N:30]([CH2:33][CH2:34][CH2:35][CH2:36][OH:37])[CH2:29][CH2:28]2)[C:26]2[C:21](=[CH:22][CH:23]=[CH:24][CH:25]=2)[CH:20]=[CH:19][CH:18]=1.CC(C)([O-])C.[Na+].